From a dataset of Acute oral toxicity (LD50) regression data from Zhu et al.. Regression/Classification. Given a drug SMILES string, predict its toxicity properties. Task type varies by dataset: regression for continuous values (e.g., LD50, hERG inhibition percentage) or binary classification for toxic/non-toxic outcomes (e.g., AMES mutagenicity, cardiotoxicity, hepatotoxicity). Dataset: ld50_zhu. (1) The molecule is CCC(=O)c1c(O)cc(O)cc1O. The rat oral LD50 is 1.88, given as -log10 of the dose in mol/kg body weight (higher means more acutely toxic). (2) The rat oral LD50 is 2.94, given as -log10 of the dose in mol/kg body weight (higher means more acutely toxic). The drug is FC(F)(F)COC1CCC(Cn2cncn2)(c2ccc(Cl)cc2Cl)O1.